Dataset: Catalyst prediction with 721,799 reactions and 888 catalyst types from USPTO. Task: Predict which catalyst facilitates the given reaction. (1) Reactant: O=C[C@@H]([C@H]([C@@H]([C@@H](CO)O)O)O)O.[CH3:13][C:14]1[CH:19]=[CH:18][CH:17]=[CH:16][C:15]=1[C:20](=[O:25])[C:21]([NH:23][CH3:24])=[O:22].C1N=C(N)C2N=CN([C@@H]3O[C@H](COP(OP(OC[C@H]4O[C@@H](N5C=C(C(N)=O)CC=C5)[C@H](O)[C@@H]4O)(O)=O)(O)=O)[C@@H](O)[C@H]3OP(O)(O)=O)C=2N=1.P([O-])([O-])([O-])=O. Product: [CH3:13][C:14]1[CH:19]=[CH:18][CH:17]=[CH:16][C:15]=1[CH:20]([OH:25])[C:21]([NH:23][CH3:24])=[O:22]. The catalyst class is: 13. (2) Reactant: [CH3:1][CH:2]1[C:10]2[CH:9]=[N:8][C:7](S(C)(=O)=O)=[N:6][C:5]=2[CH2:4][N:3]1[C:15]([O:17][C:18]([CH3:21])([CH3:20])[CH3:19])=[O:16].C(N(CC)C(C)C)(C)C.[O:31]1[CH2:36][CH2:35][CH:34]([NH2:37])[CH2:33][CH2:32]1. Product: [CH3:1][CH:2]1[C:10]2[CH:9]=[N:8][C:7]([NH:37][CH:34]3[CH2:35][CH2:36][O:31][CH2:32][CH2:33]3)=[N:6][C:5]=2[CH2:4][N:3]1[C:15]([O:17][C:18]([CH3:21])([CH3:20])[CH3:19])=[O:16]. The catalyst class is: 179. (3) Reactant: Br[CH2:2][C:3]([C:5]1[CH:6]=[N:7][CH:8]=[CH:9][CH:10]=1)=O.[NH2:11][C:12]([NH2:14])=[S:13]. Product: [N:7]1[CH:8]=[CH:9][CH:10]=[C:5]([C:3]2[N:11]=[C:12]([NH2:14])[S:13][CH:2]=2)[CH:6]=1. The catalyst class is: 8. (4) Reactant: Cl.[NH2:2][CH2:3][CH2:4][C:5]1[CH:12]=[CH:11][C:9]([OH:10])=[C:7]([OH:8])[CH:6]=1.CO.[F:15][C:16]([F:22])([F:21])[C:17]([O:19]C)=[O:18]. Product: [C:17]([OH:19])([C:16]([F:22])([F:21])[F:15])=[O:18].[NH2:2][CH2:3][CH2:4][C:5]1[CH:12]=[CH:11][C:9]([OH:10])=[C:7]([OH:8])[CH:6]=1. The catalyst class is: 66.